From a dataset of Reaction yield outcomes from USPTO patents with 853,638 reactions. Predict the reaction yield, written as a fraction of the theoretical maximum amount of product (1.0 means a 100% yield; for example, 0.34 means a 34% yield). (1) The reactants are [Cl:1][C:2]1[CH:7]=[CH:6][C:5]([CH2:8][C:9]#[N:10])=[CH:4][C:3]=1[OH:11].C([O-])([O-])=O.[K+].[K+].[CH:18]1[CH:23]=[CH:22][C:21]([CH2:24]Br)=[CH:20][CH:19]=1. The catalyst is CC#N. The product is [CH2:24]([O:11][C:3]1[CH:4]=[C:5]([CH2:8][C:9]#[N:10])[CH:6]=[CH:7][C:2]=1[Cl:1])[C:21]1[CH:22]=[CH:23][CH:18]=[CH:19][CH:20]=1. The yield is 0.600. (2) The reactants are [CH3:1][O:2][CH:3]([C:7]1[CH:16]=[CH:15][CH:14]=[C:13]2[C:8]=1[CH:9]=[CH:10][CH:11]=[N:12]2)[C:4]([OH:6])=O.CN1CCOCC1.ClC(OCC(C)C)=O.Cl.[CH3:33][NH:34][O:35][CH3:36]. The catalyst is C(Cl)Cl. The product is [CH3:36][O:35][N:34]([CH3:33])[C:4](=[O:6])[CH:3]([O:2][CH3:1])[C:7]1[CH:16]=[CH:15][CH:14]=[C:13]2[C:8]=1[CH:9]=[CH:10][CH:11]=[N:12]2. The yield is 0.600. (3) The reactants are [Cl:1][C:2]1[C:7]([C:8]([F:11])([F:10])[F:9])=[CH:6][CH:5]=[C:4](Cl)[N:3]=1.[CH2:13]([NH:20][CH2:21][C:22]1[CH:27]=[CH:26][CH:25]=[CH:24][CH:23]=1)[C:14]1[CH:19]=[CH:18][CH:17]=[CH:16][CH:15]=1.C(N(CC)CC)C.CN1CCCC1=O. No catalyst specified. The product is [CH2:21]([N:20]([CH2:13][C:14]1[CH:19]=[CH:18][CH:17]=[CH:16][CH:15]=1)[C:4]1[CH:5]=[CH:6][C:7]([C:8]([F:11])([F:10])[F:9])=[C:2]([Cl:1])[N:3]=1)[C:22]1[CH:27]=[CH:26][CH:25]=[CH:24][CH:23]=1. The yield is 0.860. (4) The reactants are [NH2:1][C:2]1[CH:7]=[C:6]([NH2:8])[C:5]([N+:9]([O-])=O)=[CH:4][N:3]=1. The catalyst is CCO.[Ni]. The product is [NH2:1][C:2]1[CH:7]=[C:6]([NH2:8])[C:5]([NH2:9])=[CH:4][N:3]=1. The yield is 0.980.